From a dataset of hERG potassium channel inhibition data for cardiac toxicity prediction from Karim et al.. Regression/Classification. Given a drug SMILES string, predict its toxicity properties. Task type varies by dataset: regression for continuous values (e.g., LD50, hERG inhibition percentage) or binary classification for toxic/non-toxic outcomes (e.g., AMES mutagenicity, cardiotoxicity, hepatotoxicity). Dataset: herg_karim. (1) The molecule is O=C(OC1C[C@@H]2CC3C[C@@H](C1)N2CC3=O)c1c[nH]c2ccccc12. The result is 0 (non-blocker). (2) The molecule is CN(C)CCC(c1ccc(Br)cc1)c1ccccn1. The result is 1 (blocker). (3) The result is 0 (non-blocker). The drug is O=C(Nc1ccc(Cl)cn1)[C@H](CN1CC(O)C1)Oc1ncnc2c1cnn2-c1ccccc1Cl. (4) The compound is Cc1c(-c2ccc(Cl)cc2)noc1-c1ccc2cc(CCN3CCC[C@H]3C)ccc2n1. The result is 1 (blocker). (5) The compound is C[n+]1c(C#CCOc2ccccc2)cccc1C#CCOc1ccccc1. The result is 0 (non-blocker). (6) The compound is Cc1ccc(NC(=O)c2ccc(CN3CC[C@H](N(C)C)C3)c(C(F)(F)F)c2)cc1Nc1ncc(-c2cncnc2)cn1. The result is 0 (non-blocker). (7) The compound is C[C@@H]1NC(c2cnccn2)=NC1(c1ccc(F)cc1)c1ccc(F)cc1. The result is 0 (non-blocker). (8) The compound is OC[C@@H]1CCCN(CCC[C@@H]2CCCc3ccc(OCc4noc(-c5ccc(Cl)cc5)n4)cc32)C1. The result is 1 (blocker).